From a dataset of Full USPTO retrosynthesis dataset with 1.9M reactions from patents (1976-2016). Predict the reactants needed to synthesize the given product. (1) The reactants are: [N+:1]([C:4]1[C:5]([NH:10][C:11]2[CH:16]=[CH:15][C:14]([N:17]3[C:21]([C:22]4[CH:23]=[N:24][CH:25]=[CH:26][CH:27]=4)=[N:20][C:19]([C:28]4[CH:33]=[CH:32][CH:31]=[CH:30][N:29]=4)=[N:18]3)=[CH:13][CH:12]=2)=[N:6][CH:7]=[CH:8][CH:9]=1)([O-])=O.[H][H]. Given the product [N:29]1[CH:30]=[CH:31][CH:32]=[CH:33][C:28]=1[C:19]1[N:20]=[C:21]([C:22]2[CH:23]=[N:24][CH:25]=[CH:26][CH:27]=2)[N:17]([C:14]2[CH:13]=[CH:12][C:11]([NH:10][C:5]3[C:4]([NH2:1])=[CH:9][CH:8]=[CH:7][N:6]=3)=[CH:16][CH:15]=2)[N:18]=1, predict the reactants needed to synthesize it. (2) Given the product [OH:28][CH2:27][CH2:26][N:17]([C:13]1[CH:14]=[N:15][CH:16]=[C:11]([C:3]2[N:2]([CH3:1])[C:10]3[C:5]([CH:4]=2)=[CH:6][CH:7]=[CH:8][CH:9]=3)[CH:12]=1)[S:18]([CH2:21][CH3:22])(=[O:20])=[O:19], predict the reactants needed to synthesize it. The reactants are: [CH3:1][N:2]1[C:10]2[C:5](=[CH:6][CH:7]=[CH:8][CH:9]=2)[CH:4]=[C:3]1[C:11]1[CH:12]=[C:13]([NH:17][S:18]([CH2:21][CH3:22])(=[O:20])=[O:19])[CH:14]=[N:15][CH:16]=1.[H-].[Na+].Cl[CH2:26][CH2:27][O:28][Si](C)(C)C.Cl. (3) Given the product [CH2:1]([O:3][C:4](=[O:24])[CH2:5][CH2:6][C:7]1[CH:12]=[CH:11][C:10]([O:13][C:14]2[CH:19]=[C:18]([CH3:20])[CH:17]=[C:16]([CH:72]([NH2:71])[CH3:73])[CH:15]=2)=[CH:9][C:8]=1[CH2:22][CH3:23])[CH3:2], predict the reactants needed to synthesize it. The reactants are: [CH2:1]([O:3][C:4](=[O:24])[CH2:5][CH2:6][C:7]1[CH:12]=[CH:11][C:10]([O:13][C:14]2[CH:19]=[C:18]([CH3:20])[CH:17]=[C:16](Br)[CH:15]=2)=[CH:9][C:8]=1[CH2:22][CH3:23])[CH3:2].BrC1C=C(C)C=C(Br)C=1.C(OC(=O)CCC1C=CC(O)=CC=1CC)C.C(=O)([O-])[O-].[Cs+].[Cs+].CC(C)(C(=O)CC(=O)C(C)(C)C)C.Cl.C[N:71]1CC[CH2:73][C:72]1=O. (4) Given the product [F:43][C:44]([F:49])([F:48])[C:45]([OH:47])=[O:46].[C:1]([C:3]1[C@@H:8]([C:9]2[CH:14]=[CH:13][C:12]([C:15]#[N:16])=[CH:11][CH:10]=2)[N:7]2[N:17]=[C:18]([NH:20][C:21](=[O:31])[CH2:22][NH2:23])[N:19]=[C:6]2[N:5]([C:32]2[CH:37]=[CH:36][CH:35]=[C:34]([C:38]([F:40])([F:41])[F:39])[CH:33]=2)[C:4]=1[CH3:42])#[N:2], predict the reactants needed to synthesize it. The reactants are: [C:1]([C:3]1[C@@H:8]([C:9]2[CH:14]=[CH:13][C:12]([C:15]#[N:16])=[CH:11][CH:10]=2)[N:7]2[N:17]=[C:18]([NH:20][C:21](=[O:31])[CH2:22][NH:23]C(=O)OC(C)(C)C)[N:19]=[C:6]2[N:5]([C:32]2[CH:37]=[CH:36][CH:35]=[C:34]([C:38]([F:41])([F:40])[F:39])[CH:33]=2)[C:4]=1[CH3:42])#[N:2].[F:43][C:44]([F:49])([F:48])[C:45]([OH:47])=[O:46].